This data is from Peptide-MHC class I binding affinity with 185,985 pairs from IEDB/IMGT. The task is: Regression. Given a peptide amino acid sequence and an MHC pseudo amino acid sequence, predict their binding affinity value. This is MHC class I binding data. (1) The peptide sequence is DMICCDSRIV. The MHC is HLA-A68:02 with pseudo-sequence HLA-A68:02. The binding affinity (normalized) is 0.122. (2) The peptide sequence is KQFYIFNTH. The MHC is HLA-B39:01 with pseudo-sequence HLA-B39:01. The binding affinity (normalized) is 0.0847. (3) The peptide sequence is TMPELAWAV. The binding affinity (normalized) is 1.00. The MHC is HLA-A02:11 with pseudo-sequence HLA-A02:11. (4) The peptide sequence is FPQSNAPIQD. The MHC is HLA-B53:01 with pseudo-sequence HLA-B53:01. The binding affinity (normalized) is 0.300. (5) The peptide sequence is FFLMVLLIPE. The MHC is HLA-A33:01 with pseudo-sequence HLA-A33:01. The binding affinity (normalized) is 0.506.